This data is from Forward reaction prediction with 1.9M reactions from USPTO patents (1976-2016). The task is: Predict the product of the given reaction. (1) Given the reactants [NH:1]1[C:9]2[C:4](=[CH:5][C:6]([C:10]3[CH:15]=[CH:14][C:13]([C:16]4[N:20]([CH2:21][C@@H:22]5[CH2:26][CH2:25][N:24]([C:27]([CH:29]6[CH2:31][CH2:30]6)=[O:28])[CH2:23]5)[C:19](=[O:32])[C:18]5([CH2:37][CH2:36][N:35]([CH2:38]C6C=CC=CC=6)[CH2:34][CH2:33]5)[N:17]=4)=[CH:12][CH:11]=3)=[CH:7][CH:8]=2)[CH:3]=[CH:2]1, predict the reaction product. The product is: [NH:1]1[C:9]2[C:4](=[CH:5][C:6]([C:10]3[CH:15]=[CH:14][C:13]([C:16]4[N:20]([CH2:21][C@@H:22]5[CH2:26][CH2:25][N:24]([C:27]([CH:29]6[CH2:30][CH2:31]6)=[O:28])[CH2:23]5)[C:19](=[O:32])[C:18]5([CH2:33][CH2:34][N:35]([CH3:38])[CH2:36][CH2:37]5)[N:17]=4)=[CH:12][CH:11]=3)=[CH:7][CH:8]=2)[CH:3]=[CH:2]1. (2) Given the reactants [Cl:1][C:2]1[CH:3]=[CH:4][C:5]([NH:8][CH2:9][C@@H:10]2[CH2:15][CH2:14][C@H:13]([CH3:16])[CH2:12][N:11]2C(OC(C)(C)C)=O)=[N:6][CH:7]=1.C(O)(C(F)(F)F)=O, predict the reaction product. The product is: [Cl:1][C:2]1[CH:3]=[CH:4][C:5]([NH:8][CH2:9][C@@H:10]2[CH2:15][CH2:14][C@H:13]([CH3:16])[CH2:12][NH:11]2)=[N:6][CH:7]=1. (3) Given the reactants [Cl:1][C:2]1[CH:7]=[C:6]([C:8](=[O:12])[NH:9][S:10][CH3:11])[C:5]([NH:13][C:14]([C:16]2[N:17]([C:25]3[C:30]([Cl:31])=[CH:29][CH:28]=[CH:27][N:26]=3)[N:18]=[C:19]([C:21]([F:24])([F:23])[F:22])[CH:20]=2)=[O:15])=[C:4]([CH3:32])[CH:3]=1.C1C=C(Cl)C=C(C(OO)=[O:41])C=1, predict the reaction product. The product is: [Cl:1][C:2]1[CH:7]=[C:6]([C:8](=[O:12])[NH:9][S:10]([CH3:11])=[O:41])[C:5]([NH:13][C:14]([C:16]2[N:17]([C:25]3[C:30]([Cl:31])=[CH:29][CH:28]=[CH:27][N:26]=3)[N:18]=[C:19]([C:21]([F:23])([F:24])[F:22])[CH:20]=2)=[O:15])=[C:4]([CH3:32])[CH:3]=1. (4) Given the reactants [CH:1]([C:3]1[CH:7]=[CH:6][S:5][N:4]=1)=[CH2:2].C([Li])CCC.[CH2:13]([Sn:17]([CH2:23][CH2:24][CH2:25][CH3:26])([CH2:19][CH2:20][CH2:21][CH3:22])Cl)[CH2:14][CH2:15][CH3:16].C(=O)(O)[O-].[Na+], predict the reaction product. The product is: [CH2:23]([Sn:17]([CH2:13][CH2:14][CH2:15][CH3:16])([CH2:19][CH2:20][CH2:21][CH3:22])[C:6]1[S:5][N:4]=[C:3]([CH:1]=[CH2:2])[CH:7]=1)[CH2:24][CH2:25][CH3:26]. (5) Given the reactants Cl[C:2]1[CH:11]=[CH:10][C:9]2[C:8]([C:12]([NH:14][CH2:15][CH:16]3[CH2:21][CH2:20][CH2:19][CH2:18][CH2:17]3)=[O:13])=[C:7]([Cl:22])[CH:6]=[CH:5][C:4]=2[N:3]=1.[NH:23]1[CH2:27][CH2:26][C@H:25]([NH2:28])[CH2:24]1, predict the reaction product. The product is: [NH2:28][C@H:25]1[CH2:26][CH2:27][N:23]([C:2]2[CH:11]=[CH:10][C:9]3[C:8]([C:12]([NH:14][CH2:15][CH:16]4[CH2:21][CH2:20][CH2:19][CH2:18][CH2:17]4)=[O:13])=[C:7]([Cl:22])[CH:6]=[CH:5][C:4]=3[N:3]=2)[CH2:24]1. (6) Given the reactants [F:1][C:2]1[CH:7]=[C:6]([N:8]2[CH2:12][C@H:11]([CH2:13][N:14]=[N+:15]=[N-:16])[O:10][C:9]2=[O:17])[CH:5]=[CH:4][C:3]=1[N:18]1[CH2:22][CH:21]2[CH2:23][C:24]3([CH2:29][CH:20]2[CH2:19]1)[O:28][CH2:27][CH2:26][O:25]3.O.[C:31](OC=C)(=O)[CH3:32], predict the reaction product. The product is: [F:1][C:2]1[CH:7]=[C:6]([N:8]2[CH2:12][C@H:11]([CH2:13][N:14]3[CH:32]=[CH:31][N:16]=[N:15]3)[O:10][C:9]2=[O:17])[CH:5]=[CH:4][C:3]=1[N:18]1[CH2:22][CH:21]2[CH2:23][C:24]3([CH2:29][CH:20]2[CH2:19]1)[O:28][CH2:27][CH2:26][O:25]3. (7) Given the reactants [Cl:1][C:2]1[C:3]([OH:19])=[CH:4][C:5]2[C:14]3[C:9](=[C:10]([CH3:15])[N:11]=[CH:12][CH:13]=3)[C:8](=[O:16])[N:7]([CH3:17])[C:6]=2[CH:18]=1.[H-].[Na+].[CH3:22]I, predict the reaction product. The product is: [Cl:1][C:2]1[C:3]([O:19][CH3:22])=[CH:4][C:5]2[C:14]3[C:9](=[C:10]([CH3:15])[N:11]=[CH:12][CH:13]=3)[C:8](=[O:16])[N:7]([CH3:17])[C:6]=2[CH:18]=1.